From a dataset of Full USPTO retrosynthesis dataset with 1.9M reactions from patents (1976-2016). Predict the reactants needed to synthesize the given product. (1) Given the product [O-:3][P:1]([O-:5])([O-:4])=[O:2].[O-:14][P:12]([O-:16])([O-:15])=[O:13].[Ca+2:6].[Ca+2:6].[Ca+2:6], predict the reactants needed to synthesize it. The reactants are: [P:1]([O-:5])([O-:4])([OH:3])=[O:2].[Ca+2:6].C(=O)([O-])[O-].[Ca+2].[P:12]([O-:16])([O-:15])([OH:14])=[O:13].[Ca+2].C(=O)([O-])[O-].[Ca+2]. (2) Given the product [Cl:1][C:2]1[CH:3]=[C:4]([N+:9]([O-:11])=[O:10])[C:5](=[O:8])[N:6]([CH2:20][C:19]2[CH:22]=[CH:23][C:16]([O:15][CH3:14])=[CH:17][CH:18]=2)[CH:7]=1, predict the reactants needed to synthesize it. The reactants are: [Cl:1][C:2]1[CH:3]=[C:4]([N+:9]([O-:11])=[O:10])[C:5]([OH:8])=[N:6][CH:7]=1.[H-].[Na+].[CH3:14][O:15][C:16]1[CH:23]=[CH:22][C:19]([CH2:20]Cl)=[CH:18][CH:17]=1. (3) Given the product [N:13]1([CH2:12][CH2:11][N:8]2[C:4]3=[N:5][CH:6]=[N:7][C:2]([C:24]4[O:25][CH:26]=[CH:27][N:28]=4)=[C:3]3[CH:10]=[N:9]2)[CH2:18][CH2:17][CH2:16][CH2:15][CH2:14]1, predict the reactants needed to synthesize it. The reactants are: Cl[C:2]1[N:7]=[CH:6][N:5]=[C:4]2[N:8]([CH2:11][CH2:12][N:13]3[CH2:18][CH2:17][CH2:16][CH2:15][CH2:14]3)[N:9]=[CH:10][C:3]=12.C([Sn](CCCC)(CCCC)[C:24]1[O:25][CH:26]=[CH:27][N:28]=1)CCC. (4) Given the product [Cl:8][C:9]1[C:18]2[C:13](=[CH:14][CH:15]=[C:16]([C:19]([C:31]3[N:35]([CH3:36])[N:34]=[N:33][CH:32]=3)([CH:20]3[CH2:23][N:22]([S:59]([CH3:58])(=[O:61])=[O:60])[CH2:21]3)[OH:37])[CH:17]=2)[N:12]=[C:11]([CH2:38][CH3:39])[C:10]=1[CH2:40][C:41]1[CH:46]=[CH:45][C:44]([C:47]([F:50])([F:49])[F:48])=[CH:43][CH:42]=1, predict the reactants needed to synthesize it. The reactants are: FC(F)(F)C(O)=O.[Cl:8][C:9]1[C:18]2[C:13](=[CH:14][CH:15]=[C:16]([C:19]([OH:37])([C:31]3[N:35]([CH3:36])[N:34]=[N:33][CH:32]=3)[CH:20]3[CH2:23][N:22](C(OC(C)(C)C)=O)[CH2:21]3)[CH:17]=2)[N:12]=[C:11]([CH2:38][CH3:39])[C:10]=1[CH2:40][C:41]1[CH:46]=[CH:45][C:44]([C:47]([F:50])([F:49])[F:48])=[CH:43][CH:42]=1.C(N(CC)CC)C.[CH3:58][S:59](Cl)(=[O:61])=[O:60]. (5) Given the product [Br:1][C:2]1[S:6][C:5]([S:7]([NH:15][CH2:14][CH2:13][N:12]([CH3:16])[CH3:11])(=[O:9])=[O:8])=[CH:4][CH:3]=1, predict the reactants needed to synthesize it. The reactants are: [Br:1][C:2]1[S:6][C:5]([S:7](Cl)(=[O:9])=[O:8])=[CH:4][CH:3]=1.[CH3:11][N:12]([CH3:16])[CH2:13][CH2:14][NH2:15].O. (6) Given the product [Cl:1][C:2]1[C:11]2[C:6](=[CH:7][CH:8]=[C:9]([CH:12]=[O:22])[CH:10]=2)[N:5]=[CH:4][CH:3]=1, predict the reactants needed to synthesize it. The reactants are: [Cl:1][C:2]1[C:11]2[C:6](=[CH:7][CH:8]=[C:9]([CH:12]=C)[CH:10]=2)[N:5]=[CH:4][CH:3]=1.N1C(C)=CC=CC=1C.[O-:22]I(=O)(=O)=O.[Na+].O. (7) Given the product [CH:12]1([CH2:11][C:8]2[N:5]3[CH:6]=[CH:7][C:2]([N:26]4[CH2:27][CH2:28][CH:23]([C:17]5[CH:22]=[CH:21][CH:20]=[CH:19][CH:18]=5)[CH2:24][CH2:25]4)=[C:3]([C:15]#[N:16])[C:4]3=[N:10][N:9]=2)[CH2:14][CH2:13]1, predict the reactants needed to synthesize it. The reactants are: Cl[C:2]1[CH:7]=[CH:6][N:5]2[C:8]([CH2:11][CH:12]3[CH2:14][CH2:13]3)=[N:9][N:10]=[C:4]2[C:3]=1[C:15]#[N:16].[C:17]1([CH:23]2[CH2:28][CH2:27][NH:26][CH2:25][CH2:24]2)[CH:22]=[CH:21][CH:20]=[CH:19][CH:18]=1.C([O-])([O-])=O.[K+].[K+]. (8) Given the product [Si:3]([O:10][C@@H:11]([CH2:16][O:17][CH:18]1[CH2:21][CH2:20][CH2:19]1)[C:12]([OH:14])=[O:13])([C:6]([CH3:9])([CH3:8])[CH3:7])([CH3:5])[CH3:4], predict the reactants needed to synthesize it. The reactants are: [I-].[Li+].[Si:3]([O:10][C@@H:11]([CH2:16][O:17][CH:18]1[CH2:21][CH2:20][CH2:19]1)[C:12]([O:14]C)=[O:13])([C:6]([CH3:9])([CH3:8])[CH3:7])([CH3:5])[CH3:4]. (9) Given the product [OH:14][C:9]1[CH:10]=[C:11]([CH3:13])[C:12]2[C:3]([CH2:4][C:5]([OH:15])=[O:17])=[CH:2][O:6][C:7]=2[CH:8]=1, predict the reactants needed to synthesize it. The reactants are: Cl[CH2:2][C:3]1[C:12]2[C:7](=[CH:8][C:9]([OH:14])=[CH:10][C:11]=2[CH3:13])[O:6][C:5](=[O:15])[CH:4]=1.S(=O)(=O)(O)[OH:17]. (10) Given the product [F:37][C:19]1[CH:18]=[C:17]([NH:16][C:14]([C:11]2([C:9]([NH:8][C:5]3[CH:4]=[CH:3][C:2]([F:1])=[CH:7][CH:6]=3)=[O:10])[CH2:13][CH2:12]2)=[O:15])[CH:22]=[CH:21][C:20]=1[O:23][C:24]1[C:33]2[C:28](=[CH:29][C:30]([O:36][CH2:39][CH2:40][CH2:41][N:42]3[CH2:47][CH2:46][O:45][CH2:44][CH2:43]3)=[C:31]([O:34][CH3:35])[CH:32]=2)[N:27]=[CH:26][N:25]=1, predict the reactants needed to synthesize it. The reactants are: [F:1][C:2]1[CH:7]=[CH:6][C:5]([NH:8][C:9]([C:11]2([C:14]([NH:16][C:17]3[CH:22]=[CH:21][C:20]([O:23][C:24]4[C:33]5[C:28](=[CH:29][C:30]([OH:36])=[C:31]([O:34][CH3:35])[CH:32]=5)[N:27]=[CH:26][N:25]=4)=[C:19]([F:37])[CH:18]=3)=[O:15])[CH2:13][CH2:12]2)=[O:10])=[CH:4][CH:3]=1.O[CH2:39][CH2:40][CH2:41][N:42]1[CH2:47][CH2:46][O:45][CH2:44][CH2:43]1.C1(P(C2C=CC=CC=2)C2C=CC=CC=2)C=CC=CC=1.N(C(OC(C)C)=O)=NC(OC(C)C)=O.